This data is from Catalyst prediction with 721,799 reactions and 888 catalyst types from USPTO. The task is: Predict which catalyst facilitates the given reaction. (1) Product: [Br:1][C:2]1[CH:3]=[C:4]([CH:5]2[C:12]([C:11]([O:17][CH3:18])=[O:16])=[C:13]([CH3:15])[NH:19][C:20]3[CH2:24][CH2:23][C:22](=[O:25])[C:21]2=3)[CH:7]=[CH:8][C:9]=1[F:10]. The catalyst class is: 5. Reactant: [Br:1][C:2]1[CH:3]=[C:4]([CH:7]=[CH:8][C:9]=1[F:10])[CH:5]=O.[C:11]([O:17][CH3:18])(=[O:16])[CH2:12][C:13]([CH3:15])=O.[NH2:19][C:20]1[CH2:24][CH2:23][C:22](=[O:25])[CH:21]=1. (2) Reactant: [CH3:1][C:2]1[O:6][C:5]([C:7]2[CH:12]=[CH:11][CH:10]=[C:9]([CH:13]=[CH2:14])[CH:8]=2)=[N:4][C:3]=1[CH2:15][CH2:16][O:17][C:18]1[CH:19]=[C:20]2[C:24](=[CH:25][CH:26]=1)[C@H:23]([CH2:27][C:28]([O:30]CC)=[O:29])[CH2:22][CH2:21]2.[Li+].[OH-].O. Product: [CH3:1][C:2]1[O:6][C:5]([C:7]2[CH:12]=[CH:11][CH:10]=[C:9]([CH:13]=[CH2:14])[CH:8]=2)=[N:4][C:3]=1[CH2:15][CH2:16][O:17][C:18]1[CH:19]=[C:20]2[C:24](=[CH:25][CH:26]=1)[C@H:23]([CH2:27][C:28]([OH:30])=[O:29])[CH2:22][CH2:21]2. The catalyst class is: 353. (3) Reactant: [OH-].[K+].[C:3]([O:7][C:8]([N:10]1[CH2:13][CH2:12][C@H:11]1[CH2:14][O:15][C:16]1[CH:17]=[N:18][CH:19]=[C:20]([C:22]#[C:23][Si](C)(C)C)[CH:21]=1)=[O:9])([CH3:6])([CH3:5])[CH3:4].CCOC(C)=O.CCCCCC.CCOC(C)=O. Product: [C:3]([O:7][C:8]([N:10]1[CH2:13][CH2:12][C@H:11]1[CH2:14][O:15][C:16]1[CH:17]=[N:18][CH:19]=[C:20]([C:22]#[CH:23])[CH:21]=1)=[O:9])([CH3:6])([CH3:5])[CH3:4]. The catalyst class is: 5. (4) Reactant: C([O:3][C:4]([CH:6]1[CH2:9][C:8]([F:34])([C:10]2[CH:15]=[CH:14][C:13]([C:16]3[CH2:20][C:19]([C:25]4[CH:30]=[C:29]([Cl:31])[C:28]([Cl:32])=[C:27]([Cl:33])[CH:26]=4)([C:21]([F:24])([F:23])[F:22])[O:18][N:17]=3)=[CH:12][CH:11]=2)[CH2:7]1)=[O:5])C.[OH-].[Li+]. Product: [F:34][C:8]1([C:10]2[CH:15]=[CH:14][C:13]([C:16]3[CH2:20][C:19]([C:25]4[CH:26]=[C:27]([Cl:33])[C:28]([Cl:32])=[C:29]([Cl:31])[CH:30]=4)([C:21]([F:22])([F:23])[F:24])[O:18][N:17]=3)=[CH:12][CH:11]=2)[CH2:7][CH:6]([C:4]([OH:5])=[O:3])[CH2:9]1. The catalyst class is: 88. (5) Reactant: [CH3:1][CH:2]1[C:7](=[O:8])[NH:6][N:5]=[C:4]2[CH2:9][O:10][C:11]3[CH:16]=[C:15]([C:17]4[CH:22]=[CH:21][CH:20]=[CH:19][CH:18]=4)[C:14]([CH:23]4[CH2:28][CH2:27][N:26](C(OC(C)(C)C)=O)[CH2:25][CH2:24]4)=[CH:13][C:12]=3[N:3]12.[C:36]([OH:42])([C:38]([F:41])([F:40])[F:39])=[O:37]. Product: [F:39][C:38]([F:41])([F:40])[C:36]([OH:42])=[O:37].[CH3:1][CH:2]1[C:7](=[O:8])[NH:6][N:5]=[C:4]2[CH2:9][O:10][C:11]3[CH:16]=[C:15]([C:17]4[CH:22]=[CH:21][CH:20]=[CH:19][CH:18]=4)[C:14]([CH:23]4[CH2:28][CH2:27][NH:26][CH2:25][CH2:24]4)=[CH:13][C:12]=3[N:3]12. The catalyst class is: 2.